This data is from Forward reaction prediction with 1.9M reactions from USPTO patents (1976-2016). The task is: Predict the product of the given reaction. (1) The product is: [CH3:1][O:2][C:3]([C:5]1[S:6][C:7]([C:10](=[O:20])[NH:11][CH:12]([C:14]2[S:15][C:16]([C:24]3[CH:25]=[CH:26][CH:27]=[CH:28][C:23]=3[O:22][CH3:21])=[CH:17][CH:18]=2)[CH3:13])=[CH:8][CH:9]=1)=[O:4]. Given the reactants [CH3:1][O:2][C:3]([C:5]1[S:6][C:7]([C:10](=[O:20])[NH:11][CH:12]([C:14]2[S:15][C:16](Br)=[CH:17][CH:18]=2)[CH3:13])=[CH:8][CH:9]=1)=[O:4].[CH3:21][O:22][C:23]1[CH:28]=[CH:27][CH:26]=[CH:25][C:24]=1B(O)O, predict the reaction product. (2) The product is: [Cl:1][C:2]1[CH:3]=[CH:4][C:5]([O:6][CH2:7][C:8]([NH:13][CH:14]2[CH2:15][CH2:16][N:17]([C:20]([O:22][C:23]([CH3:26])([CH3:25])[CH3:24])=[O:21])[CH2:18][CH2:19]2)=[O:10])=[CH:11][CH:12]=1. Given the reactants [Cl:1][C:2]1[CH:12]=[CH:11][C:5]([O:6][CH2:7][C:8]([OH:10])=O)=[CH:4][CH:3]=1.[NH2:13][CH:14]1[CH2:19][CH2:18][N:17]([C:20]([O:22][C:23]([CH3:26])([CH3:25])[CH3:24])=[O:21])[CH2:16][CH2:15]1, predict the reaction product. (3) The product is: [Br:1][C:2]1[CH:7]=[C:6]([F:8])[CH:5]=[CH:4][C:3]=1[S:9]([NH:13][C:14]1[C:23]([C:24]([O:26][CH3:27])=[O:25])=[C:22]2[C:17]([CH:18]3[CH2:28][CH:19]3[CH2:20][O:21]2)=[C:16]([F:29])[CH:15]=1)(=[O:11])=[O:10]. Given the reactants [Br:1][C:2]1[CH:7]=[C:6]([F:8])[CH:5]=[CH:4][C:3]=1[S:9](Cl)(=[O:11])=[O:10].[NH2:13][C:14]1[C:23]([C:24]([O:26][CH3:27])=[O:25])=[C:22]2[C:17]([CH:18]3[CH2:28][CH:19]3[CH2:20][O:21]2)=[C:16]([F:29])[CH:15]=1, predict the reaction product. (4) Given the reactants Br[C:2]1[CH:3]=[N:4][C:5]2[N:6]([CH:8]=[C:9]([CH2:11][O:12][C:13]3[CH:18]=[C:17]([F:19])[CH:16]=[CH:15][N:14]=3)[N:10]=2)[CH:7]=1.[F:20][C:21]1[C:26]([F:27])=[CH:25][CH:24]=[CH:23][C:22]=1B(O)O, predict the reaction product. The product is: [F:20][C:21]1[C:26]([F:27])=[CH:25][CH:24]=[CH:23][C:22]=1[C:2]1[CH:3]=[N:4][C:5]2[N:6]([CH:8]=[C:9]([CH2:11][O:12][C:13]3[CH:18]=[C:17]([F:19])[CH:16]=[CH:15][N:14]=3)[N:10]=2)[CH:7]=1. (5) Given the reactants [H-].[Na+].[F:3][C:4]([F:18])([F:17])[C:5]1[CH:10]=[CH:9][CH:8]=[CH:7][C:6]=1[CH:11]([OH:16])[C:12]([F:15])([F:14])[F:13].[NH2:19][C:20]1[N:25]=[C:24](Cl)[CH:23]=[C:22]([Cl:27])[N:21]=1.O, predict the reaction product. The product is: [Cl:27][C:22]1[CH:23]=[C:24]([O:16][CH:11]([C:6]2[CH:7]=[CH:8][CH:9]=[CH:10][C:5]=2[C:4]([F:17])([F:18])[F:3])[C:12]([F:13])([F:14])[F:15])[N:25]=[C:20]([NH2:19])[N:21]=1. (6) Given the reactants [Cl:1][C:2]1[C:7]([C:8]([OH:10])=O)=[C:6]([Cl:11])[N:5]=[CH:4][N:3]=1.S(Cl)(Cl)=O.[CH3:16][NH:17][CH2:18][C:19]#[CH:20].C(N(CC)CC)C, predict the reaction product. The product is: [Cl:11][C:6]1[C:7]([C:8]([N:17]([CH3:16])[CH2:18][C:19]#[CH:20])=[O:10])=[C:2]([Cl:1])[N:3]=[CH:4][N:5]=1. (7) Given the reactants [N-:1]=[N+:2]=[N-:3].[Na+].Cl.C(N(CC)CC)C.[C:13]([C:15]1[CH:20]=[C:19]([C:21]([O:23][CH3:24])=[O:22])[CH:18]=[C:17]([C:25]2[CH:30]=[CH:29][CH:28]=[CH:27][CH:26]=2)[N:16]=1)#[N:14].Cl, predict the reaction product. The product is: [C:25]1([C:17]2[CH:18]=[C:19]([C:21]([O:23][CH3:24])=[O:22])[CH:20]=[C:15]([C:13]3[NH:14][N:3]=[N:2][N:1]=3)[N:16]=2)[CH:26]=[CH:27][CH:28]=[CH:29][CH:30]=1.